From a dataset of Full USPTO retrosynthesis dataset with 1.9M reactions from patents (1976-2016). Predict the reactants needed to synthesize the given product. (1) Given the product [Br:1][C:2]1[CH:7]=[CH:6][C:5]([CH2:8][C:12]([O:15][CH3:16])=[O:14])=[N:4][C:3]=1[O:10][CH3:11], predict the reactants needed to synthesize it. The reactants are: [Br:1][C:2]1[C:3]([O:10][CH3:11])=[N+:4]([O-])[C:5]([CH3:8])=[CH:6][CH:7]=1.[C:12]([O:15][C:16](=O)C)(=[O:14])C. (2) Given the product [NH2:1][C:2]1[N:3]=[C:4]([C:21]2[CH:26]=[CH:25][CH:24]=[CH:23][CH:22]=2)[C:5]([C:11]2[CH:12]=[CH:13][C:14](=[O:20])[N:15]([CH:17]([CH3:19])[CH3:18])[N:16]=2)=[C:6]([NH:34][CH2:33][C:29]2[CH:28]=[N:27][CH:32]=[CH:31][CH:30]=2)[N:7]=1, predict the reactants needed to synthesize it. The reactants are: [NH2:1][C:2]1[N:7]=[C:6](S(C)=O)[C:5]([C:11]2[CH:12]=[CH:13][C:14](=[O:20])[N:15]([CH:17]([CH3:19])[CH3:18])[N:16]=2)=[C:4]([C:21]2[CH:26]=[CH:25][CH:24]=[CH:23][CH:22]=2)[N:3]=1.[N:27]1[CH:32]=[CH:31][CH:30]=[C:29]([CH2:33][NH2:34])[CH:28]=1. (3) Given the product [CH3:1][O:2][CH2:3][C@@H:4]([O:6][C:7]1[CH:8]=[C:9]([CH:10]=[C:11]([C:13]2[NH:14][C:15]([C:18]3[O:19][CH2:20][C@@H:21]([CH3:23])[N:22]=3)=[CH:16][CH:17]=2)[CH:12]=1)[O:24][C:26]1[CH:31]=[N:30][C:29]([S:32]([CH3:35])(=[O:34])=[O:33])=[CH:28][N:27]=1)[CH3:5], predict the reactants needed to synthesize it. The reactants are: [CH3:1][O:2][CH2:3][C@@H:4]([O:6][C:7]1[CH:8]=[C:9]([OH:24])[CH:10]=[C:11]([C:13]2[NH:14][C:15]([C:18]3[O:19][CH2:20][C@@H:21]([CH3:23])[N:22]=3)=[CH:16][CH:17]=2)[CH:12]=1)[CH3:5].Br[C:26]1[CH:31]=[N:30][C:29]([S:32]([CH3:35])(=[O:34])=[O:33])=[CH:28][N:27]=1.C(=O)([O-])[O-].[Cs+].[Cs+].O. (4) Given the product [NH2:15][C:16]1[CH:21]=[CH:20][C:19]([S:22][C:2]2[CH:11]=[CH:10][C:5]([C:6]([O:8][CH3:9])=[O:7])=[CH:4][C:3]=2[N+:12]([O-:14])=[O:13])=[CH:18][CH:17]=1, predict the reactants needed to synthesize it. The reactants are: Cl[C:2]1[CH:11]=[CH:10][C:5]([C:6]([O:8][CH3:9])=[O:7])=[CH:4][C:3]=1[N+:12]([O-:14])=[O:13].[NH2:15][C:16]1[CH:21]=[CH:20][C:19]([SH:22])=[CH:18][CH:17]=1.C([O-])(=O)C.[Na+].